This data is from Catalyst prediction with 721,799 reactions and 888 catalyst types from USPTO. The task is: Predict which catalyst facilitates the given reaction. (1) Reactant: [CH2:1]1[O:3][C@@H:2]1[CH2:4][OH:5].[NH2:6][C:7]1[CH:16]=[C:15]2[C:10]([CH:11]=[C:12]([C:18]3[CH:23]=[CH:22][CH:21]=[CH:20][C:19]=3[C:24]([F:27])([F:26])[F:25])[NH:13][C:14]2=[O:17])=[CH:9][CH:8]=1. Product: [OH:3][C@H:2]([CH2:4][OH:5])[CH2:1][NH:6][C:7]1[CH:16]=[C:15]2[C:10]([CH:11]=[C:12]([C:18]3[CH:23]=[CH:22][CH:21]=[CH:20][C:19]=3[C:24]([F:27])([F:25])[F:26])[NH:13][C:14]2=[O:17])=[CH:9][CH:8]=1. The catalyst class is: 8. (2) Product: [F:1][C:2]1[CH:3]=[C:4]([N:9]2[C:10]3[CH:15]=[CH:14][CH:13]=[CH:12][C:11]=3[NH:16][S:17]2(=[O:19])=[O:18])[CH:5]=[CH:6][C:7]=1[F:8]. Reactant: [F:1][C:2]1[CH:3]=[C:4]([NH:9][C:10]2[C:11]([NH2:16])=[CH:12][CH:13]=[CH:14][CH:15]=2)[CH:5]=[CH:6][C:7]=1[F:8].[S:17](N)(N)(=[O:19])=[O:18]. The catalyst class is: 270.